This data is from CYP1A2 inhibition data for predicting drug metabolism from PubChem BioAssay. The task is: Regression/Classification. Given a drug SMILES string, predict its absorption, distribution, metabolism, or excretion properties. Task type varies by dataset: regression for continuous measurements (e.g., permeability, clearance, half-life) or binary classification for categorical outcomes (e.g., BBB penetration, CYP inhibition). Dataset: cyp1a2_veith. (1) The drug is O=C(O)c1cccnc1Nc1cccc(C(F)(F)F)c1. The result is 1 (inhibitor). (2) The drug is CC(C)c1cccc2nc3c(c([Si](C)(C)C)c12)Cn1c-3cccc1=O. The result is 1 (inhibitor). (3) The result is 0 (non-inhibitor). The drug is O=C(O)C[C@H](S)C(=O)O. (4) The drug is C=CC1=C[C@@H](O)[C@@H]2O[C@@H]2C12OCCCO2. The result is 0 (non-inhibitor). (5) The molecule is COc1ccc(CNc2cc(-c3ccccc3C)ncn2)c(OC)c1. The result is 1 (inhibitor). (6) The compound is CC[C@H]1[C@H](O)N2[C@H]3C[C@@H]1[C@@H]1[C@@H]2C[C@@]2(c4ccccc4N(C)[C@H]32)[C@H]1O. The result is 0 (non-inhibitor). (7) The molecule is CCN1C(=O)C2(SC(NC(C)=O)=NN2C(C)=O)c2cc(C)ccc21. The result is 0 (non-inhibitor).